Task: Predict the reaction yield, written as a fraction of the theoretical maximum amount of product (1.0 means a 100% yield; for example, 0.34 means a 34% yield).. Dataset: Reaction yield outcomes from USPTO patents with 853,638 reactions (1) The reactants are Cl.[Cl:2][CH2:3][C:4]1[CH:5]=[N:6][CH:7]=[CH:8][CH:9]=1.C([O-])([O-])=O.[K+].[K+].[CH:16]1[CH:21]=[CH:20][C:19]([P:22]([C:29]2[CH:34]=[CH:33][CH:32]=[CH:31][CH:30]=2)[C:23]2[CH:28]=[CH:27][CH:26]=[CH:25][CH:24]=2)=[CH:18][CH:17]=1. The catalyst is O.C1(C)C(C)=CC=CC=1. The product is [Cl-:2].[N:6]1[CH:7]=[CH:8][CH:9]=[C:4]([CH2:3][P+:22]([C:23]2[CH:24]=[CH:25][CH:26]=[CH:27][CH:28]=2)([C:29]2[CH:34]=[CH:33][CH:32]=[CH:31][CH:30]=2)[C:19]2[CH:18]=[CH:17][CH:16]=[CH:21][CH:20]=2)[CH:5]=1. The yield is 0.480. (2) The reactants are [F:1][C:2]1[N:7]=[C:6]([NH2:8])[CH:5]=[CH:4][CH:3]=1.C[Al](C)C.[F:13][C:14]1[CH:19]=[CH:18][C:17]([N:20]2[C:24]([CH3:25])=[C:23]([C:26](OCC)=[O:27])[N:22]=[N:21]2)=[CH:16][CH:15]=1. The catalyst is O1CCOCC1.CO. The product is [F:13][C:14]1[CH:15]=[CH:16][C:17]([N:20]2[C:24]([CH3:25])=[C:23]([C:26]([NH:8][C:6]3[CH:5]=[CH:4][CH:3]=[C:2]([F:1])[N:7]=3)=[O:27])[N:22]=[N:21]2)=[CH:18][CH:19]=1. The yield is 0.445. (3) The reactants are C(OC([NH:8][CH:9]([CH2:14][C:15]1[CH:20]=[CH:19][C:18]([O:21][C:22]2[CH:27]=[CH:26][C:25]([NH:28][C:29]3[CH:34]=[CH:33][CH:32]=[CH:31][N:30]=3)=[CH:24][CH:23]=2)=[CH:17][CH:16]=1)[C:10]([O:12][CH3:13])=[O:11])=O)(C)(C)C.[ClH:35]. The catalyst is ClCCl. The product is [ClH:35].[ClH:35].[NH2:8][CH:9]([CH2:14][C:15]1[CH:16]=[CH:17][C:18]([O:21][C:22]2[CH:27]=[CH:26][C:25]([NH:28][C:29]3[CH:34]=[CH:33][CH:32]=[CH:31][N:30]=3)=[CH:24][CH:23]=2)=[CH:19][CH:20]=1)[C:10]([O:12][CH3:13])=[O:11]. The yield is 0.660.